From a dataset of Full USPTO retrosynthesis dataset with 1.9M reactions from patents (1976-2016). Predict the reactants needed to synthesize the given product. (1) Given the product [F:21][C:20]([F:23])([F:22])[C:17]1[N:15]2[N:16]=[C:11]([N:24]3[CH2:29][CH2:28][CH:27]([C:30]4[CH:52]=[CH:51][C:33]([O:34][CH2:35][CH2:36][CH2:37][N:38]5[CH2:39][CH2:40][N:41]([C:44]([O:46][C:47]([CH3:48])([CH3:49])[CH3:50])=[O:45])[CH2:42][CH2:43]5)=[CH:32][CH:31]=4)[CH2:26][CH2:25]3)[CH:12]=[CH:13][C:14]2=[N:19][N:18]=1, predict the reactants needed to synthesize it. The reactants are: CCN(C(C)C)C(C)C.Cl[C:11]1[CH:12]=[CH:13][C:14]2[N:15]([C:17]([C:20]([F:23])([F:22])[F:21])=[N:18][N:19]=2)[N:16]=1.[NH:24]1[CH2:29][CH2:28][CH:27]([C:30]2[CH:52]=[CH:51][C:33]([O:34][CH2:35][CH2:36][CH2:37][N:38]3[CH2:43][CH2:42][N:41]([C:44]([O:46][C:47]([CH3:50])([CH3:49])[CH3:48])=[O:45])[CH2:40][CH2:39]3)=[CH:32][CH:31]=2)[CH2:26][CH2:25]1. (2) Given the product [CH3:1][O:2][C:3]([C:5]1[S:14][C:8]2[N:9]=[CH:10][N:11]=[C:12]([NH:16][C:17]3[CH:22]=[CH:21][C:20]([F:23])=[CH:19][C:18]=3[OH:24])[C:7]=2[C:6]=1[CH3:15])=[O:4], predict the reactants needed to synthesize it. The reactants are: [CH3:1][O:2][C:3]([C:5]1[S:14][C:8]2[N:9]=[CH:10][N:11]=[C:12](Cl)[C:7]=2[C:6]=1[CH3:15])=[O:4].[NH2:16][C:17]1[CH:22]=[CH:21][C:20]([F:23])=[CH:19][C:18]=1[OH:24].C1(C)C=CC(S(O)(=O)=O)=CC=1.[NH4+].[OH-]. (3) Given the product [CH3:30][CH2:29][CH2:28][CH2:27][CH2:26][CH2:25][CH2:24][CH2:23][CH2:22][CH2:21][CH2:20][CH2:19][CH2:18][CH2:17][O:31][C:35]1[O:39][C:38]([C:40]([OH:42])=[O:41])=[CH:37][CH:36]=1, predict the reactants needed to synthesize it. The reactants are: [O-]OOOOOOOOOOOO[O-].[Na+].[Na+].[CH2:17]([OH:31])[CH2:18][CH2:19][CH2:20][CH2:21][CH2:22][CH2:23][CH2:24][CH2:25][CH2:26][CH2:27][CH2:28][CH2:29][CH3:30].[H-].[Na+].Br[C:35]1[O:39][C:38]([C:40]([OH:42])=[O:41])=[CH:37][CH:36]=1. (4) Given the product [NH:19]1[C:20]2[C:25](=[CH:24][CH:23]=[CH:22][CH:21]=2)[C:17]([C:15]2[N:3]=[N:2][N:1]([C:4]3[CH:5]=[CH:6][C:7]([CH2:10][CH2:11][C:12]([OH:14])=[O:13])=[CH:8][CH:9]=3)[CH:16]=2)=[N:18]1, predict the reactants needed to synthesize it. The reactants are: [N:1]([C:4]1[CH:9]=[CH:8][C:7]([CH2:10][CH2:11][C:12]([OH:14])=[O:13])=[CH:6][CH:5]=1)=[N+:2]=[N-:3].[C:15]([C:17]1[C:25]2[C:20](=[CH:21][CH:22]=[CH:23][CH:24]=2)[NH:19][N:18]=1)#[CH:16]. (5) Given the product [CH2:1]([C@@:5]12[CH2:18][C:17](=[O:19])[CH2:16][CH2:15][C@@:14]1([CH3:20])[C:13]1[C:8](=[CH:9][C:10]([OH:21])=[CH:11][CH:12]=1)[CH2:7][CH2:6]2)[CH2:2][CH2:3][CH3:4], predict the reactants needed to synthesize it. The reactants are: [CH2:1]([C@@:5]12[CH2:18][C:17](=[O:19])[CH2:16][CH2:15][C@@:14]1([CH3:20])[C:13]1[C:8](=[CH:9][C:10]([O:21]C)=[CH:11][CH:12]=1)[CH2:7][CH2:6]2)[CH2:2][CH2:3][CH3:4].B(Br)(Br)Br. (6) Given the product [F:1][C:2]1[CH:3]=[C:4]([C:8]2[CH:9]=[C:10]([CH:14]=[C:15]([O:17][CH3:18])[CH:16]=2)[C:11]([NH:30][C:31]2[C:36]([CH3:37])=[CH:35][CH:34]=[C:33]([OH:38])[C:32]=2[CH3:39])=[O:13])[CH:5]=[CH:6][CH:7]=1, predict the reactants needed to synthesize it. The reactants are: [F:1][C:2]1[CH:3]=[C:4]([C:8]2[CH:9]=[C:10]([CH:14]=[C:15]([O:17][CH3:18])[CH:16]=2)[C:11]([OH:13])=O)[CH:5]=[CH:6][CH:7]=1.C(Cl)(C(Cl)=O)=O.CN(C=O)C.[NH2:30][C:31]1[C:32]([CH3:39])=[C:33]([OH:38])[CH:34]=[CH:35][C:36]=1[CH3:37]. (7) Given the product [Cl:1][C:2]1[CH:7]=[CH:6][CH:5]=[CH:4][C:3]=1[C:8]1[N:9]([C:24]2[CH:25]=[CH:26][C:27]([Cl:30])=[CH:28][CH:29]=2)[C:10]2[C:15]([N:16]=1)=[C:14]([NH:17][CH:18]1[CH2:23][CH2:22][N:21]([S:32]([CH3:31])(=[O:34])=[O:33])[CH2:20][CH2:19]1)[N:13]=[CH:12][N:11]=2, predict the reactants needed to synthesize it. The reactants are: [Cl:1][C:2]1[CH:7]=[CH:6][CH:5]=[CH:4][C:3]=1[C:8]1[N:9]([C:24]2[CH:29]=[CH:28][C:27]([Cl:30])=[CH:26][CH:25]=2)[C:10]2[C:15]([N:16]=1)=[C:14]([NH:17][CH:18]1[CH2:23][CH2:22][NH:21][CH2:20][CH2:19]1)[N:13]=[CH:12][N:11]=2.[CH3:31][S:32](Cl)(=[O:34])=[O:33].C(N(CC)CC)C.